Dataset: Forward reaction prediction with 1.9M reactions from USPTO patents (1976-2016). Task: Predict the product of the given reaction. Given the reactants [CH3:1]/[C:2](=[CH:7]\OS(C1C=CC(C)=CC=1)(=O)=O)/[C:3]([O:5][CH3:6])=[O:4].[C:19]1([SH:25])[CH:24]=[CH:23][CH:22]=[CH:21][CH:20]=1.C(N(CC)CC)C.COC(C)(C)C, predict the reaction product. The product is: [CH3:7]/[C:2](=[CH:1]\[S:25][C:19]1[CH:24]=[CH:23][CH:22]=[CH:21][CH:20]=1)/[C:3]([O:5][CH3:6])=[O:4].